Predict the reactants needed to synthesize the given product. From a dataset of Full USPTO retrosynthesis dataset with 1.9M reactions from patents (1976-2016). Given the product [C:27]([O:26][CH2:25][C:23]1[N:22]=[CH:21][N:20]([C:1]([C:14]2[CH:15]=[CH:16][CH:17]=[CH:18][CH:19]=2)([C:8]2[CH:9]=[CH:10][CH:11]=[CH:12][CH:13]=2)[C:2]2[CH:7]=[CH:6][CH:5]=[CH:4][CH:3]=2)[CH:24]=1)(=[O:29])[CH3:28], predict the reactants needed to synthesize it. The reactants are: [C:1]([N:20]1[CH:24]=[C:23]([CH2:25][OH:26])[N:22]=[CH:21]1)([C:14]1[CH:19]=[CH:18][CH:17]=[CH:16][CH:15]=1)([C:8]1[CH:13]=[CH:12][CH:11]=[CH:10][CH:9]=1)[C:2]1[CH:7]=[CH:6][CH:5]=[CH:4][CH:3]=1.[C:27](OC(=O)C)(=[O:29])[CH3:28].CCOC(C)=O.